Dataset: Full USPTO retrosynthesis dataset with 1.9M reactions from patents (1976-2016). Task: Predict the reactants needed to synthesize the given product. Given the product [C:1]12([CH:9]=[O:10])[CH2:8][CH2:7][CH:4]([CH2:5][CH2:6]1)[CH2:3][CH2:2]2, predict the reactants needed to synthesize it. The reactants are: [C:1]12([CH2:9][OH:10])[CH2:8][CH2:7][CH:4]([CH2:5][CH2:6]1)[CH2:3][CH2:2]2.CC(OI1(OC(C)=O)(OC(C)=O)OC(=O)C2C=CC=CC1=2)=O.S([O-])([O-])(=O)=S.[Na+].[Na+].